The task is: Regression. Given two drug SMILES strings and cell line genomic features, predict the synergy score measuring deviation from expected non-interaction effect.. This data is from NCI-60 drug combinations with 297,098 pairs across 59 cell lines. (1) Drug 1: C1C(C(OC1N2C=NC3=C(N=C(N=C32)Cl)N)CO)O. Drug 2: CC1CCC2CC(C(=CC=CC=CC(CC(C(=O)C(C(C(=CC(C(=O)CC(OC(=O)C3CCCCN3C(=O)C(=O)C1(O2)O)C(C)CC4CCC(C(C4)OC)OCCO)C)C)O)OC)C)C)C)OC. Cell line: SF-539. Synergy scores: CSS=8.78, Synergy_ZIP=-0.409, Synergy_Bliss=1.24, Synergy_Loewe=-2.41, Synergy_HSA=-0.447. (2) Drug 1: CCC1(CC2CC(C3=C(CCN(C2)C1)C4=CC=CC=C4N3)(C5=C(C=C6C(=C5)C78CCN9C7C(C=CC9)(C(C(C8N6C=O)(C(=O)OC)O)OC(=O)C)CC)OC)C(=O)OC)O.OS(=O)(=O)O. Drug 2: C1CC(C1)(C(=O)O)C(=O)O.[NH2-].[NH2-].[Pt+2]. Cell line: HOP-92. Synergy scores: CSS=21.8, Synergy_ZIP=-8.16, Synergy_Bliss=-4.15, Synergy_Loewe=-1.97, Synergy_HSA=-0.800.